Predict the product of the given reaction. From a dataset of Forward reaction prediction with 1.9M reactions from USPTO patents (1976-2016). (1) Given the reactants [OH:1][CH2:2][C:3]([CH3:8])([CH3:7])[C:4](O)=[O:5].[CH2:9]([NH2:13])[CH2:10][CH2:11][CH3:12].C1C=CC2N(O)N=NC=2C=1.CCN(C(C)C)C(C)C, predict the reaction product. The product is: [CH2:9]([NH:13][C:4](=[O:5])[C:3]([CH3:8])([CH3:7])[CH2:2][OH:1])[CH2:10][CH2:11][CH3:12]. (2) Given the reactants [H-].[K+].[CH3:3][C:4]([S:8]([CH3:11])(=[NH:10])=[O:9])([CH3:7])[C:5]#[N:6].Br[CH2:13][CH2:14][CH2:15][O:16][CH:17]1[CH2:22][CH2:21][CH2:20][CH2:19][O:18]1.C(=O)([O-])O.[Na+], predict the reaction product. The product is: [CH3:3][C:4]([S:8]([CH3:11])(=[N:10][CH2:13][CH2:14][CH2:15][O:16][CH:17]1[CH2:22][CH2:21][CH2:20][CH2:19][O:18]1)=[O:9])([CH3:7])[C:5]#[N:6]. (3) Given the reactants [F:1][C:2]([F:7])([F:6])[C@@H:3]([OH:5])[CH3:4].[H-].[Na+].F[C:11]1[CH:19]=[CH:18][CH:17]=[CH:16][C:12]=1[C:13]([OH:15])=[O:14].O, predict the reaction product. The product is: [F:1][C:2]([F:7])([F:6])[C@H:3]([CH3:4])[O:5][C:11]1[CH:19]=[CH:18][CH:17]=[CH:16][C:12]=1[C:13]([OH:15])=[O:14].